Dataset: Forward reaction prediction with 1.9M reactions from USPTO patents (1976-2016). Task: Predict the product of the given reaction. (1) Given the reactants [N+:1]([O-:4])(O)=[O:2].[F:5][C:6]1[CH:11]=[CH:10][CH:9]=[C:8]([O:12][C:13]([F:16])([F:15])[F:14])[CH:7]=1, predict the reaction product. The product is: [F:5][C:6]1[CH:11]=[CH:10][C:9]([N+:1]([O-:4])=[O:2])=[C:8]([O:12][C:13]([F:14])([F:15])[F:16])[CH:7]=1. (2) Given the reactants Br[C:2]1[N:7]=[CH:6][C:5]([OH:8])=[CH:4][CH:3]=1.[C:9]([O:13][CH2:14][CH3:15])(=[O:12])[CH:10]=[CH2:11].C1(C)C=CC=CC=1P(C1C=CC=CC=1C)C1C=CC=CC=1C.C(N(CC)CC)C, predict the reaction product. The product is: [OH:8][C:5]1[CH:4]=[CH:3][C:2]([CH:11]=[CH:10][C:9]([O:13][CH2:14][CH3:15])=[O:12])=[N:7][CH:6]=1.